From a dataset of Forward reaction prediction with 1.9M reactions from USPTO patents (1976-2016). Predict the product of the given reaction. (1) Given the reactants [NH2:1][C:2]1[CH:3]=[CH:4][C:5]2[N:10]([CH3:11])[C:9](=[O:12])[O:8][C:7]([CH2:15][CH3:16])([CH2:13][CH3:14])[C:6]=2[CH:17]=1.[C:18]([C:21]1[CH:22]=[C:23](B(O)O)[CH:24]=[CH:25][C:26]=1[F:27])(=[O:20])[CH3:19], predict the reaction product. The product is: [C:18]([C:21]1[CH:22]=[C:23]([NH:1][C:2]2[CH:3]=[CH:4][C:5]3[N:10]([CH3:11])[C:9](=[O:12])[O:8][C:7]([CH2:15][CH3:16])([CH2:13][CH3:14])[C:6]=3[CH:17]=2)[CH:24]=[CH:25][C:26]=1[F:27])(=[O:20])[CH3:19]. (2) Given the reactants Br[C:2]1[N:12](CC2C=CC(C(F)(F)F)=CC=2)[C:5]2[C:6](Cl)=[N:7][C:8](Cl)=[CH:9][C:4]=2[N:3]=1.Cl.O1CCNC2CCCC12.[F-].[K+].CCN(C(C)C)C(C)C, predict the reaction product. The product is: [N:3]1[C:4]2[CH:9]=[CH:8][N:7]=[CH:6][C:5]=2[NH:12][CH:2]=1. (3) Given the reactants [Cl:1][C:2]1[C:3]([CH3:27])=[CH:4][C:5](C(O)CC(C)C)=[C:6]([CH:8]2[CH2:13][CH2:12][N:11]([C:14]([O:16][C:17]([CH3:20])([CH3:19])[CH3:18])=[O:15])[CH2:10][CH2:9]2)[CH:7]=1.[OH:28]S(O)(=O)=O.CC(OC(OC(O[C:44]([CH3:47])([CH3:46])C)=O)=O)(C)C.[CH2:48]([N:50](CC)CC)[CH3:49], predict the reaction product. The product is: [C:48]([NH:50][CH:47]([C:5]1[CH:4]=[C:3]([CH3:27])[C:2]([Cl:1])=[CH:7][C:6]=1[CH:8]1[CH2:9][CH2:10][N:11]([C:14]([O:16][C:17]([CH3:20])([CH3:18])[CH3:19])=[O:15])[CH2:12][CH2:13]1)[CH2:44][CH3:46])(=[O:28])[CH3:49]. (4) Given the reactants [F:1][C:2]1[C:3]([C:8]2([CH2:12][NH:13][C:14]3[N:19]=[N:18][C:17]([C:20]4[O:24][N:23]=[C:22]([C:25](OCC)=[O:26])[CH:21]=4)=[CH:16][CH:15]=3)[CH2:11][CH2:10][CH2:9]2)=[N:4][CH:5]=[CH:6][CH:7]=1.[Li+].[OH-].C[N:33](C(ON1N=NC2C=CC=CC1=2)=[N+](C)C)C.F[P-](F)(F)(F)(F)F.CCN(C(C)C)C(C)C, predict the reaction product. The product is: [F:1][C:2]1[C:3]([C:8]2([CH2:12][NH:13][C:14]3[N:19]=[N:18][C:17]([C:20]4[O:24][N:23]=[C:22]([C:25]([NH2:33])=[O:26])[CH:21]=4)=[CH:16][CH:15]=3)[CH2:11][CH2:10][CH2:9]2)=[N:4][CH:5]=[CH:6][CH:7]=1. (5) The product is: [F:36][C:31]1[CH:32]=[CH:33][CH:34]=[CH:35][C:30]=1[C@H:28]([O:27][C:25]([NH:24][C:19]1[C:20]([CH3:23])=[N:21][O:22][C:18]=1[C:15]1[CH:16]=[CH:17][C:12]([C:9]2[CH:8]=[CH:7][C:6]([CH2:5][C:4]([OH:38])=[O:3])=[CH:11][CH:10]=2)=[C:13]([CH3:37])[CH:14]=1)=[O:26])[CH3:29]. Given the reactants C([O:3][C:4](=[O:38])[CH2:5][C:6]1[CH:11]=[CH:10][C:9]([C:12]2[CH:17]=[CH:16][C:15]([C:18]3[O:22][N:21]=[C:20]([CH3:23])[C:19]=3[NH:24][C:25]([O:27][C@@H:28]([C:30]3[CH:35]=[CH:34][CH:33]=[CH:32][C:31]=3[F:36])[CH3:29])=[O:26])=[CH:14][C:13]=2[CH3:37])=[CH:8][CH:7]=1)C.[OH-].[Li+], predict the reaction product.